From a dataset of Catalyst prediction with 721,799 reactions and 888 catalyst types from USPTO. Predict which catalyst facilitates the given reaction. Reactant: [Cl:1][C:2]1[CH:8]=[CH:7][C:5]([NH2:6])=[CH:4][CH:3]=1.[CH3:9][O:10][C:11]1[CH:20]=[CH:19][C:18]([S:21](Cl)(=[O:23])=[O:22])=[C:17]2[C:12]=1[CH2:13][C@@H:14]([NH:25][C:26](=[O:31])[C:27]([F:30])([F:29])[F:28])[CH2:15][O:16]2.N1C=CC=CC=1. Product: [Cl:1][C:2]1[CH:8]=[CH:7][C:5]([NH:6][S:21]([C:18]2[CH:19]=[CH:20][C:11]([O:10][CH3:9])=[C:12]3[C:17]=2[O:16][CH2:15][C@H:14]([NH:25][C:26](=[O:31])[C:27]([F:30])([F:28])[F:29])[CH2:13]3)(=[O:22])=[O:23])=[CH:4][CH:3]=1. The catalyst class is: 4.